Dataset: Catalyst prediction with 721,799 reactions and 888 catalyst types from USPTO. Task: Predict which catalyst facilitates the given reaction. (1) Reactant: C([N:8]1[CH2:13][CH2:12][CH:11]([N:14]2[C:19]3[C:20]4[CH:26]=[CH:25][N:24]([CH2:27][O:28][CH2:29][CH2:30][Si:31]([CH3:34])([CH3:33])[CH3:32])[C:21]=4[N:22]=[CH:23][C:18]=3[C:17](=[O:35])[NH:16][C:15]2=[O:36])[CH2:10][CH2:9]1)C1C=CC=CC=1.[ClH:37].CO. Product: [ClH:37].[NH:8]1[CH2:9][CH2:10][CH:11]([N:14]2[C:19]3[C:20]4[CH:26]=[CH:25][N:24]([CH2:27][O:28][CH2:29][CH2:30][Si:31]([CH3:32])([CH3:34])[CH3:33])[C:21]=4[N:22]=[CH:23][C:18]=3[C:17](=[O:35])[NH:16][C:15]2=[O:36])[CH2:12][CH2:13]1. The catalyst class is: 129. (2) Reactant: [C:1]([O:5][C@@H:6]([C:12]1[C:13]([CH3:45])=[N:14][C:15]2[N:16]([N:30]=[C:31]([C:33](=[O:44])[NH:34][CH2:35][C:36]3[CH:41]=[CH:40][C:39]([F:42])=[C:38]([CH3:43])[CH:37]=3)[CH:32]=2)[C:17]=1[C:18]1[C:19]([CH3:29])=[C:20]2[C:25](=[C:26]([F:28])[CH:27]=1)[O:24][CH2:23][CH2:22][CH2:21]2)[C:7]([O:9][CH2:10][CH3:11])=[O:8])([CH3:4])([CH3:3])[CH3:2].[B-](F)(F)(F)[F:47].[B-](F)(F)(F)F.C1[N+]2(CCl)CC[N+](F)(CC2)C1. Product: [C:1]([O:5][C@@H:6]([C:12]1[C:13]([CH3:45])=[N:14][C:15]2[N:16]([N:30]=[C:31]([C:33](=[O:44])[NH:34][CH2:35][C:36]3[CH:41]=[CH:40][C:39]([F:42])=[C:38]([CH3:43])[CH:37]=3)[C:32]=2[F:47])[C:17]=1[C:18]1[C:19]([CH3:29])=[C:20]2[C:25](=[C:26]([F:28])[CH:27]=1)[O:24][CH2:23][CH2:22][CH2:21]2)[C:7]([O:9][CH2:10][CH3:11])=[O:8])([CH3:4])([CH3:3])[CH3:2]. The catalyst class is: 291.